Dataset: Forward reaction prediction with 1.9M reactions from USPTO patents (1976-2016). Task: Predict the product of the given reaction. Given the reactants [I-].[CH3:2][S+](C)(C)=O.[H-].[Na+].[CH3:9][O:10][C:11](=[O:47])[C:12]([C:37]1[CH:42]=[CH:41][C:40]([S:43]([CH3:46])(=[O:45])=[O:44])=[CH:39][CH:38]=1)=[CH:13][C:14]1[CH:19]=[CH:18][CH:17]=[C:16]([C:20]2[CH:21]=[C:22]([C:30]([S:33]([CH3:36])(=[O:35])=[O:34])([CH3:32])[CH3:31])[CH:23]=[C:24]3[C:29]=2[N:28]=[CH:27][CH:26]=[CH:25]3)[CH:15]=1, predict the reaction product. The product is: [CH3:9][O:10][C:11]([C:12]1([C:37]2[CH:38]=[CH:39][C:40]([S:43]([CH3:46])(=[O:44])=[O:45])=[CH:41][CH:42]=2)[CH2:2][CH:13]1[C:14]1[CH:19]=[CH:18][CH:17]=[C:16]([C:20]2[CH:21]=[C:22]([C:30]([S:33]([CH3:36])(=[O:35])=[O:34])([CH3:32])[CH3:31])[CH:23]=[C:24]3[C:29]=2[N:28]=[CH:27][CH:26]=[CH:25]3)[CH:15]=1)=[O:47].